This data is from Catalyst prediction with 721,799 reactions and 888 catalyst types from USPTO. The task is: Predict which catalyst facilitates the given reaction. (1) Reactant: [Cl:1][C:2]1[CH:26]=[CH:25][C:5]([C:6]([NH:8][C:9]2[CH:14]=[CH:13][C:12]([C@@H:15]([NH:17]C(=O)OC(C)(C)C)[CH3:16])=[CH:11][CH:10]=2)=[O:7])=[CH:4][N:3]=1.C(O)(C(F)(F)F)=O. Product: [NH2:17][C@H:15]([C:12]1[CH:11]=[CH:10][C:9]([NH:8][C:6](=[O:7])[C:5]2[CH:25]=[CH:26][C:2]([Cl:1])=[N:3][CH:4]=2)=[CH:14][CH:13]=1)[CH3:16]. The catalyst class is: 4. (2) Product: [C:17]([C:16]1[C:24]([C:25]([O:27][CH2:28][CH3:29])=[O:26])=[N:30][O:15][C:14]=1[C:13]1[CH:19]=[CH:20][C:10]([C:9]([F:21])([F:22])[F:8])=[CH:11][CH:12]=1)#[N:18]. The catalyst class is: 8. Reactant: C(N(CC)CC)C.[F:8][C:9]([F:22])([F:21])[C:10]1[CH:20]=[CH:19][C:13]([C:14]([CH2:16][C:17]#[N:18])=[O:15])=[CH:12][CH:11]=1.Cl[C:24](=[N:30]O)[C:25]([O:27][CH2:28][CH3:29])=[O:26]. (3) Reactant: [N+:1](/[CH:4]=[CH:5]/[CH2:6][CH2:7][C:8]1[CH:13]=[CH:12][CH:11]=[CH:10][CH:9]=1)([O-:3])=[O:2].[CH:14](=[O:17])[CH2:15][CH3:16].CC(O)C.CCCCCC. Product: [CH3:16][C@@H:15]([C@@H:5]([CH2:4][N+:1]([O-:3])=[O:2])[CH2:6][CH2:7][C:8]1[CH:13]=[CH:12][CH:11]=[CH:10][CH:9]=1)[CH:14]=[O:17]. The catalyst class is: 22.